Task: Predict the reactants needed to synthesize the given product.. Dataset: Full USPTO retrosynthesis dataset with 1.9M reactions from patents (1976-2016) (1) Given the product [NH:1]([C:11]1[CH:16]=[CH:15][NH:14][C:13](=[O:17])[N:12]=1)[C:2]([NH2:4])=[O:3], predict the reactants needed to synthesize it. The reactants are: [N-:1]=[C:2]=[O:3].[N-:4]=C=O.N([C:11]1[CH:16]=[CH:15][NH:14][C:13](=[O:17])[N:12]=1)C(N)=O.CCCCCCCCCCC(CO)CCCCCCCC.C([O-])(=O)CCCCCCCCCCC.C([O-])(=O)CCCCCCCCCCC.C([Sn+2]CCCC)CCC.[N-]=C=O. (2) Given the product [F:1][C:2]1[CH:3]=[C:4]([C:9]2[N:14]=[C:13]3[C:15]([CH2:18][NH:19][C:21]4[C:30]5[C:25](=[CH:26][C:27]([O:31][CH3:32])=[CH:28][N:29]=5)[N:24]=[CH:23][CH:22]=4)=[CH:16][O:17][C:12]3=[CH:11][CH:10]=2)[CH:5]=[C:6]([F:8])[CH:7]=1, predict the reactants needed to synthesize it. The reactants are: [F:1][C:2]1[CH:3]=[C:4]([C:9]2[N:14]=[C:13]3[C:15]([CH2:18][NH2:19])=[CH:16][O:17][C:12]3=[CH:11][CH:10]=2)[CH:5]=[C:6]([F:8])[CH:7]=1.Cl[C:21]1[CH:22]=[CH:23][N:24]=[C:25]2[C:30]=1[N:29]=[CH:28][C:27]([O:31][CH3:32])=[CH:26]2.P([O-])([O-])([O-])=O.[K+].[K+].[K+].C1(P(C2C=CC=CC=2)C2C=CC3C(=CC=CC=3)C=2C2C3C(=CC=CC=3)C=CC=2P(C2C=CC=CC=2)C2C=CC=CC=2)C=CC=CC=1. (3) Given the product [C:1]([NH:5][S:15]([C:12]1[CH:11]=[CH:10][C:9]([N+:6]([O-:8])=[O:7])=[CH:14][CH:13]=1)(=[O:16])=[O:17])([CH3:4])([CH3:3])[CH3:2], predict the reactants needed to synthesize it. The reactants are: [C:1]([NH2:5])([CH3:4])([CH3:3])[CH3:2].[N+:6]([C:9]1[CH:14]=[CH:13][C:12]([S:15](Cl)(=[O:17])=[O:16])=[CH:11][CH:10]=1)([O-:8])=[O:7]. (4) Given the product [CH2:38]([O:40][CH2:41][N:12]1[N:11]=[C:10]([C:14]([O:16][CH2:17][CH3:18])=[O:15])[C:9]([C:7](=[O:8])[C:6]2[CH:19]=[C:20]([O:21][CH3:22])[C:3]([O:2][CH3:1])=[CH:4][C:5]=2[N+:23]([O-:25])=[O:24])=[N:13]1)[CH3:39], predict the reactants needed to synthesize it. The reactants are: [CH3:1][O:2][C:3]1[C:20]([O:21][CH3:22])=[CH:19][C:6]([C:7]([C:9]2[NH:13][N:12]=[N:11][C:10]=2[C:14]([O:16][CH2:17][CH3:18])=[O:15])=[O:8])=[C:5]([N+:23]([O-:25])=[O:24])[CH:4]=1.O.C1(C)C=CC(S(O)(=O)=O)=CC=1.[CH2:38]([O:40][CH2:41]OCC)[CH3:39]. (5) Given the product [C:17]([O:16][C:14](=[O:15])[N:2]([CH2:3][CH2:4][OH:5])[CH3:1])([CH3:18])([CH3:19])[CH3:20], predict the reactants needed to synthesize it. The reactants are: [CH3:1][NH:2][CH2:3][CH2:4][OH:5].[C:17]([O:16][C:14](O[C:14]([O:16][C:17]([CH3:20])([CH3:19])[CH3:18])=[O:15])=[O:15])([CH3:20])([CH3:19])[CH3:18]. (6) Given the product [C:1]([N:4]1[CH2:9][CH2:8][CH:7]([N:10]([C:21]2[C:20]([Br:19])=[CH:25][N:24]=[C:23]([Cl:26])[N:22]=2)[NH:11][C:12]([O:14][C:15]([CH3:18])([CH3:17])[CH3:16])=[O:13])[CH2:6][CH2:5]1)(=[O:3])[CH3:2], predict the reactants needed to synthesize it. The reactants are: [C:1]([N:4]1[CH2:9][CH2:8][CH:7]([NH:10][NH:11][C:12]([O:14][C:15]([CH3:18])([CH3:17])[CH3:16])=[O:13])[CH2:6][CH2:5]1)(=[O:3])[CH3:2].[Br:19][C:20]1[C:21](Cl)=[N:22][C:23]([Cl:26])=[N:24][CH:25]=1.CCN(C(C)C)C(C)C.